Dataset: Experimentally validated miRNA-target interactions with 360,000+ pairs, plus equal number of negative samples. Task: Binary Classification. Given a miRNA mature sequence and a target amino acid sequence, predict their likelihood of interaction. (1) The miRNA is hsa-miR-1252-5p with sequence AGAAGGAAAUUGAAUUCAUUUA. The protein sequence of the target gene is MPGAAGVLLLLLLSGGLGGVQAQRPQQQRQSQAHQQRGLFPAVLNLASNALITTNATCGEKGPEMYCKLVEHVPGQPVRNPQCRICNQNSSNPNQRHPITNAIDGKNTWWQSPSIKNGIEYHYVTITLDLQQVFQIAYVIVKAANSPRPGNWILERSLDDVEYKPWQYHAVTDTECLTLYNIYPRTGPPSYAKDDEVICTSFYSKIHPLENGEIHISLINGRPSADDPSPELLEFTSARYIRLRFQRIRTLNADLMMFAHKDPREIDPIVTRRYYYSVKDISVGGMCICYGHARACPLDP.... Result: 0 (no interaction). (2) The miRNA is hsa-miR-425-5p with sequence AAUGACACGAUCACUCCCGUUGA. The protein sequence of the target gene is MAISPGPLFLIFVLGLVVIPPTLAQDDSRYTKFLTQHHDAKPKGRDDRYCERMMKRRSLTSPCKDVNTFIHGNKSNIKAICGANGSPYRENLRMSKSPFQVTTCKHTGGSPRPPCQYRASAGFRHVVIACENGLPVHFDESFFSL. Result: 0 (no interaction). (3) The miRNA is hsa-miR-450a-2-3p with sequence AUUGGGGACAUUUUGCAUUCAU. The protein sequence of the target gene is MDPSAALHRRPAGGSLGAVSPALSGGQARRRKQPPRPADFKLQVIIIGSRGVGKTSLMERFTDDTFCEACKSTVGVDFKIKTVELRGKKIRLQIWDTAGQERFNSITSAYYRSAKGIILVYDITKKETFDDLPKWMKMIDKYASEDAELLLVGNKLDCETDREISRQQGEKFAQQITGMRFCEASAKDNFNVDEIFLKLVDDILKKMPLDVLRNELSNSILSLQPEPEIPPELPPPRPHVRCC. Result: 0 (no interaction).